This data is from Reaction yield outcomes from USPTO patents with 853,638 reactions. The task is: Predict the reaction yield, written as a fraction of the theoretical maximum amount of product (1.0 means a 100% yield; for example, 0.34 means a 34% yield). The reactants are [CH2:1]([O:8][C:9]1[C:10]([Cl:28])=[C:11]([CH:16](OC)[C:17]2[C:25]3[C:20](=[N:21][CH:22]=[CH:23][CH:24]=3)[NH:19][CH:18]=2)[C:12]([F:15])=[CH:13][CH:14]=1)[C:2]1[CH:7]=[CH:6][CH:5]=[CH:4][CH:3]=1.FC(F)(F)C(O)=O.C([SiH](CC)CC)C. The catalyst is C(#N)C. The product is [CH2:1]([O:8][C:9]1[C:10]([Cl:28])=[C:11]([C:12]([F:15])=[CH:13][CH:14]=1)[CH2:16][C:17]1[C:25]2[C:20](=[N:21][CH:22]=[CH:23][CH:24]=2)[NH:19][CH:18]=1)[C:2]1[CH:3]=[CH:4][CH:5]=[CH:6][CH:7]=1. The yield is 0.700.